Regression. Given a peptide amino acid sequence and an MHC pseudo amino acid sequence, predict their binding affinity value. This is MHC class I binding data. From a dataset of Peptide-MHC class I binding affinity with 185,985 pairs from IEDB/IMGT. (1) The peptide sequence is DTVLEEMNL. The MHC is HLA-B57:01 with pseudo-sequence HLA-B57:01. The binding affinity (normalized) is 0. (2) The MHC is HLA-A02:03 with pseudo-sequence HLA-A02:03. The peptide sequence is NTCKPTILA. The binding affinity (normalized) is 0.143. (3) The peptide sequence is YLCEDTITY. The MHC is HLA-B35:01 with pseudo-sequence HLA-B35:01. The binding affinity (normalized) is 1.00. (4) The peptide sequence is RAPYRAFVTI. The MHC is H-2-Dd with pseudo-sequence H-2-Dd. The binding affinity (normalized) is 0.522. (5) The peptide sequence is KLLSTSNVI. The MHC is HLA-A02:06 with pseudo-sequence HLA-A02:06. The binding affinity (normalized) is 0.485.